From a dataset of Full USPTO retrosynthesis dataset with 1.9M reactions from patents (1976-2016). Predict the reactants needed to synthesize the given product. (1) Given the product [CH3:21][C:19]1[C:18]([C:16]([OH:17])=[O:15])=[C:22]([CH3:24])[N:3]2[N:4]=[C:5]([C:7]3[CH:12]=[CH:11][CH:10]=[CH:9][CH:8]=3)[CH:6]=[C:2]2[N:1]=1, predict the reactants needed to synthesize it. The reactants are: [NH2:1][C:2]1[CH:6]=[C:5]([C:7]2[CH:12]=[CH:11][CH:10]=[CH:9][CH:8]=2)[NH:4][N:3]=1.CC[O:15][C:16]([CH:18]([C:22]([CH3:24])=O)[C:19]([CH3:21])=O)=[O:17]. (2) Given the product [Br:1][C:2]1[CH:3]=[CH:4][C:5]([O:11][CH2:12][CH3:13])=[C:6]([CH:10]=1)[C:7]([NH:19][C@H:18]([CH2:20][C:21]1[C:29]2[C:24](=[CH:25][CH:26]=[CH:27][CH:28]=2)[NH:23][CH:22]=1)[C:17]([O:16][CH3:15])=[O:30])=[O:9], predict the reactants needed to synthesize it. The reactants are: [Br:1][C:2]1[CH:3]=[CH:4][C:5]([O:11][CH2:12][CH3:13])=[C:6]([CH:10]=1)[C:7]([OH:9])=O.Cl.[CH3:15][O:16][C:17](=[O:30])[C@@H:18]([CH2:20][C:21]1[C:29]2[C:24](=[CH:25][CH:26]=[CH:27][CH:28]=2)[NH:23][CH:22]=1)[NH2:19].C1C=CC2N(O)N=NC=2C=1.C(N(C(C)C)CC)(C)C. (3) The reactants are: [Cl:1][C:2]1[C:7]([CH:8]=[N:9][OH:10])=[C:6]([F:11])[C:5]([CH3:12])=[CH:4][CH:3]=1.CC1C=CC(S(NCl)(=O)=O)=CC=1.[Br:25][C:26]#[C:27][C@@H:28]1[C@:33]([C:35]2[CH:40]=[CH:39][C:38]([F:41])=[C:37]([F:42])[CH:36]=2)([OH:34])[CH2:32][CH2:31][N:30]([C:43]([O:45][C:46]([CH3:49])([CH3:48])[CH3:47])=[O:44])[CH2:29]1. Given the product [Br:25][C:26]1[C:8]([C:7]2[C:2]([Cl:1])=[CH:3][CH:4]=[C:5]([CH3:12])[C:6]=2[F:11])=[N:9][O:10][C:27]=1[C@@H:28]1[C@:33]([C:35]2[CH:40]=[CH:39][C:38]([F:41])=[C:37]([F:42])[CH:36]=2)([OH:34])[CH2:32][CH2:31][N:30]([C:43]([O:45][C:46]([CH3:49])([CH3:48])[CH3:47])=[O:44])[CH2:29]1, predict the reactants needed to synthesize it. (4) Given the product [C:1]1([C@H:7]([O:9][C:10](=[O:35])[NH:11][C:12]2[C:13]([CH3:34])=[N:14][O:15][C:16]=2[C:17]2[CH:22]=[CH:21][C:20]([C:23]3[CH:24]=[CH:25][C:26]([C:29]4([C:32]5[NH:45][N:44]=[N:43][N:33]=5)[CH2:30][CH2:31]4)=[CH:27][CH:28]=3)=[CH:19][CH:18]=2)[CH3:8])[CH:6]=[CH:5][CH:4]=[CH:3][CH:2]=1, predict the reactants needed to synthesize it. The reactants are: [C:1]1([C@H:7]([O:9][C:10](=[O:35])[NH:11][C:12]2[C:13]([CH3:34])=[N:14][O:15][C:16]=2[C:17]2[CH:22]=[CH:21][C:20]([C:23]3[CH:28]=[CH:27][C:26]([C:29]4([C:32]#[N:33])[CH2:31][CH2:30]4)=[CH:25][CH:24]=3)=[CH:19][CH:18]=2)[CH3:8])[CH:6]=[CH:5][CH:4]=[CH:3][CH:2]=1.CN(C)CCO.Cl.[N-:43]=[N+:44]=[N-:45].[Na+]. (5) Given the product [Br:24][CH:9]([C:5]1[C:6]([Cl:8])=[N:7][C:2]([Cl:1])=[N:3][CH:4]=1)[CH2:10][CH3:11], predict the reactants needed to synthesize it. The reactants are: [Cl:1][C:2]1[N:7]=[C:6]([Cl:8])[C:5]([CH:9](O)[CH2:10][CH3:11])=[CH:4][N:3]=1.C(N(C(C)C)CC)(C)C.P(Br)(Br)([Br:24])=O. (6) Given the product [Cl:30][C:24]1[CH:23]=[C:22]([C:11]2[N:7]([CH:2]3[CH2:3][CH2:4][CH2:5][CH2:6][O:1]3)[N:8]=[CH:9][CH:10]=2)[CH:29]=[CH:28][C:25]=1[C:26]#[N:27], predict the reactants needed to synthesize it. The reactants are: [O:1]1[CH2:6][CH2:5][CH2:4][CH2:3][CH:2]1[N:7]1[C:11](B2OC(C)(C)C(C)(C)O2)=[CH:10][CH:9]=[N:8]1.Br[C:22]1[CH:29]=[CH:28][C:25]([C:26]#[N:27])=[C:24]([Cl:30])[CH:23]=1.C(=O)([O-])[O-].[Na+].[Na+].O.